Predict the reactants needed to synthesize the given product. From a dataset of Full USPTO retrosynthesis dataset with 1.9M reactions from patents (1976-2016). (1) Given the product [N+:35]([C:38]1[CH:43]=[CH:42][C:19]([O:18][C:17](=[O:23])[NH:16][CH2:15][CH2:14][O:13][C:12]2[CH:24]=[CH:25][C:9]([NH:8][C:6](=[O:7])[C:5]3[CH:32]=[CH:33][CH:34]=[C:3]([O:2][CH3:1])[CH:4]=3)=[CH:10][C:11]=2[C:26]2[N:30]([CH3:31])[N:29]=[CH:28][CH:27]=2)=[CH:40][CH:39]=1)([O-:37])=[O:36], predict the reactants needed to synthesize it. The reactants are: [CH3:1][O:2][C:3]1[CH:4]=[C:5]([CH:32]=[CH:33][CH:34]=1)[C:6]([NH:8][C:9]1[CH:25]=[CH:24][C:12]([O:13][CH2:14][CH2:15][NH:16][C:17](=[O:23])[O:18][C:19](Cl)(Cl)Cl)=[C:11]([C:26]2[N:30]([CH3:31])[N:29]=[CH:28][CH:27]=2)[CH:10]=1)=[O:7].[N+:35]([C:38]1[CH:43]=[CH:42]C(O)=[CH:40][CH:39]=1)([O-:37])=[O:36].[O-2].[Mg+2]. (2) Given the product [CH3:5][O:6][C:7](=[O:32])[CH2:8][O:9][CH2:10][C:11]#[C:12][CH2:13][N:14]1[C:15](=[O:31])[CH2:16][CH2:17][CH2:18][C@@H:19]1[CH2:20][CH2:21][CH:22]([OH:30])[CH2:23][C:24]1[CH:29]=[CH:28][CH:27]=[CH:26][CH:25]=1.[OH:6][CH2:7][CH2:8][O:9][CH2:10][C:11]#[C:12][CH2:13][N:14]1[C@@H:19]([CH2:20][CH2:21][CH:22]([OH:30])[CH2:23][C:24]2[CH:25]=[CH:26][CH:27]=[CH:28][CH:29]=2)[CH2:18][CH2:17][CH2:16][C:15]1=[O:31], predict the reactants needed to synthesize it. The reactants are: [BH4-].[Na+].CO.[CH3:5][O:6][C:7](=[O:32])[CH2:8][O:9][CH2:10][C:11]#[C:12][CH2:13][N:14]1[C@@H:19]([CH2:20][CH2:21][C:22](=[O:30])[CH2:23][C:24]2[CH:29]=[CH:28][CH:27]=[CH:26][CH:25]=2)[CH2:18][CH2:17][CH2:16][C:15]1=[O:31]. (3) Given the product [CH3:1][O:2][C:3](=[O:14])[C:4]1[CH:9]=[CH:8][C:7]([O:10][CH2:11][CH2:12][N:22]2[C:23]3[C:19](=[CH:18][C:17]([Cl:16])=[CH:25][CH:24]=3)[C:20]([CH3:32])=[C:21]2[C:26]2[CH:27]=[N:28][CH:29]=[CH:30][CH:31]=2)=[CH:6][CH:5]=1, predict the reactants needed to synthesize it. The reactants are: [CH3:1][O:2][C:3](=[O:14])[C:4]1[CH:9]=[CH:8][C:7]([O:10][CH2:11][CH2:12]Br)=[CH:6][CH:5]=1.Cl.[Cl:16][C:17]1[CH:18]=[C:19]2[C:23](=[CH:24][CH:25]=1)[NH:22][C:21]([C:26]1[CH:27]=[N:28][CH:29]=[CH:30][CH:31]=1)=[C:20]2[CH3:32]. (4) Given the product [N:1]([C:2]1[CH:7]=[CH:6][C:5]([S:8]([NH2:11])(=[O:9])=[O:10])=[CH:4][CH:3]=1)=[C:13]=[O:14], predict the reactants needed to synthesize it. The reactants are: [NH2:1][C:2]1[CH:7]=[CH:6][C:5]([S:8]([NH2:11])(=[O:10])=[O:9])=[CH:4][CH:3]=1.N(C1C=C(S(N)(=O)=O)C=CC=1)=[C:13]=[O:14].